From a dataset of Reaction yield outcomes from USPTO patents with 853,638 reactions. Predict the reaction yield, written as a fraction of the theoretical maximum amount of product (1.0 means a 100% yield; for example, 0.34 means a 34% yield). (1) The reactants are FC(F)(F)C([N:5]1[CH2:12][CH2:11][CH:10]2[CH:7]([CH2:8][N:9]2C(C2C=CC=CC=2)C)[CH2:6]1)=O.[C:31](O[C:31]([O:33][C:34]([CH3:37])([CH3:36])[CH3:35])=[O:32])([O:33][C:34]([CH3:37])([CH3:36])[CH3:35])=[O:32].[H][H].C(=O)([O-])[O-].[K+].[K+]. The catalyst is C(OCC)(=O)C.O.[OH-].[OH-].[Pd+2]. The product is [CH:7]12[CH2:8][N:9]([C:31]([O:33][C:34]([CH3:35])([CH3:36])[CH3:37])=[O:32])[CH:10]1[CH2:11][CH2:12][NH:5][CH2:6]2. The yield is 0.600. (2) The reactants are [Br:1][C:2]1[CH:3]=[C:4]([CH:8]=[CH:9][CH:10]=1)[C:5](Cl)=[O:6].Br[C:12]1[CH:18]=[CH:17][CH:16]=[CH:15][C:13]=1[NH2:14].C([O-])([O-])=O.[Cs+].[Cs+].N1C2C(=CC=C3C=2N=CC=C3)C=CC=1. The catalyst is [Cu]I.O1CCOCC1. The product is [Br:1][C:2]1[CH:3]=[C:4]([C:5]2[O:6][C:12]3[CH:18]=[CH:17][CH:16]=[CH:15][C:13]=3[N:14]=2)[CH:8]=[CH:9][CH:10]=1. The yield is 1.00. (3) The reactants are [C:1]12([NH:6][C:7]3[C:12]([C:13]([NH2:15])=[O:14])=[CH:11][N:10]=[C:9](S(C)=O)[N:8]=3)[CH2:5][CH:3]([CH2:4]1)[CH2:2]2.C12(NC3C(C(N)=O)=CN=C(S(C)(=O)=O)N=3)CC(C1)C2.[NH2:38][C@@H:39]1[CH2:44][CH2:43][CH2:42][C@H:41]([OH:45])[CH2:40]1.CCN(C(C)C)C(C)C. The catalyst is CN1C(=O)CCC1. The product is [C:1]12([NH:6][C:7]3[C:12]([C:13]([NH2:15])=[O:14])=[CH:11][N:10]=[C:9]([NH:38][C@@H:39]4[CH2:44][CH2:43][CH2:42][C@H:41]([OH:45])[CH2:40]4)[N:8]=3)[CH2:5][CH:3]([CH2:4]1)[CH2:2]2. The yield is 0.660. (4) The reactants are [CH3:1][C:2]1[CH:3]=[C:4]([N:11]2[CH:15]=[CH:14][N:13]=[CH:12]2)[CH:5]=[CH:6][C:7]=1[N+:8]([O-])=O. The catalyst is [Pd]. The product is [N:11]1([C:4]2[CH:5]=[CH:6][C:7]([NH2:8])=[C:2]([CH3:1])[CH:3]=2)[CH:15]=[CH:14][N:13]=[CH:12]1. The yield is 0.980. (5) The reactants are [CH3:1][S:2][C:3]1[CH:8]=[CH:7][C:6](B(O)O)=[CH:5][CH:4]=1.Br[C:13]1[N:18]=[CH:17][C:16]([O:19][CH2:20][CH:21]2[CH2:26][CH2:25][N:24]([C:27]([O:29][CH:30]([CH3:32])[CH3:31])=[O:28])[CH2:23][CH2:22]2)=[CH:15][CH:14]=1.C([O-])([O-])=O.[Na+].[Na+]. The catalyst is Cl[Pd](Cl)([P](C1C=CC=CC=1)(C1C=CC=CC=1)C1C=CC=CC=1)[P](C1C=CC=CC=1)(C1C=CC=CC=1)C1C=CC=CC=1.COCCOC. The product is [CH3:1][S:2][C:3]1[CH:8]=[CH:7][C:6]([C:13]2[N:18]=[CH:17][C:16]([O:19][CH2:20][CH:21]3[CH2:22][CH2:23][N:24]([C:27]([O:29][CH:30]([CH3:32])[CH3:31])=[O:28])[CH2:25][CH2:26]3)=[CH:15][CH:14]=2)=[CH:5][CH:4]=1. The yield is 0.900. (6) The reactants are C([O:3][C:4](=[O:40])[CH2:5][N:6]([S:32]([N:35]1[CH2:39][CH2:38][CH2:37][CH2:36]1)(=[O:34])=[O:33])[CH2:7][C:8]1[CH:13]=[CH:12][CH:11]=[C:10]([O:14][CH2:15][C:16]2[O:20][C:19]([C:21]3[CH:26]=[CH:25][C:24]([C:27]([F:30])([F:29])[F:28])=[CH:23][CH:22]=3)=[N:18][C:17]=2[CH3:31])[CH:9]=1)C.O.[OH-].[Li+]. No catalyst specified. The product is [N:35]1([S:32]([N:6]([CH2:5][C:4]([OH:40])=[O:3])[CH2:7][C:8]2[CH:13]=[CH:12][CH:11]=[C:10]([O:14][CH2:15][C:16]3[O:20][C:19]([C:21]4[CH:26]=[CH:25][C:24]([C:27]([F:29])([F:28])[F:30])=[CH:23][CH:22]=4)=[N:18][C:17]=3[CH3:31])[CH:9]=2)(=[O:33])=[O:34])[CH2:39][CH2:38][CH2:37][CH2:36]1. The yield is 0.990. (7) The reactants are CON(C)[C:4](=[O:30])[CH2:5][CH:6]1[S:10][C:9]([C:11]2[NH:12][C:13]3[C:18]([CH:19]=2)=[CH:17][CH:16]=[CH:15][C:14]=3[N:20]([CH3:29])[S:21]([C:24]2[S:25][CH:26]=[CH:27][CH:28]=2)(=[O:23])=[O:22])=[N:8][CH2:7]1.O1CCC[CH2:33]1.C[Mg]Br.C(O)(=O)CC(CC(O)=O)(C(O)=O)O. The catalyst is O1CCCC1. The product is [CH3:29][N:20]([C:14]1[CH:15]=[CH:16][CH:17]=[C:18]2[C:13]=1[NH:12][C:11]([C:9]1[S:10][CH:6]([CH2:5][C:4](=[O:30])[CH3:33])[CH2:7][N:8]=1)=[CH:19]2)[S:21]([C:24]1[S:25][CH:26]=[CH:27][CH:28]=1)(=[O:23])=[O:22]. The yield is 0.670. (8) The reactants are [C:1]([C:4]1[N:9]=[C:8]([Cl:10])[N:7]=[C:6]([NH:11][CH2:12][C@H:13]([OH:18])[C:14](OC)=[O:15])[CH:5]=1)(=[O:3])[NH2:2].[NH3:19].CO. No catalyst specified. The product is [NH2:19][C:14](=[O:15])[C@@H:13]([OH:18])[CH2:12][NH:11][C:6]1[N:7]=[C:8]([Cl:10])[N:9]=[C:4]([C:1]([NH2:2])=[O:3])[CH:5]=1. The yield is 0.940.